Predict the reaction yield, written as a fraction of the theoretical maximum amount of product (1.0 means a 100% yield; for example, 0.34 means a 34% yield). From a dataset of Reaction yield outcomes from USPTO patents with 853,638 reactions. (1) The reactants are [Cl:1][C:2]1[N:6]([CH3:7])[N:5]=[C:4]([CH:8]([F:10])[F:9])[C:3]=1[CH:11]=[O:12].[BH4-].[Na+].O. The catalyst is CO. The product is [Cl:1][C:2]1[N:6]([CH3:7])[N:5]=[C:4]([CH:8]([F:9])[F:10])[C:3]=1[CH2:11][OH:12]. The yield is 0.521. (2) The yield is 0.910. The product is [BrH:5].[CH2:6]([S:3][C:2](=[NH:4])[NH2:1])[CH2:7][CH2:8][CH2:9][CH2:10][CH3:11]. The reactants are [NH2:1][C:2]([NH2:4])=[S:3].[Br:5][CH2:6][CH2:7][CH2:8][CH2:9][CH2:10][CH3:11]. The catalyst is C(O)C. (3) The product is [Br:1][C:2]1[CH:17]=[C:6]([C:7]2[O:8][C:11]3[CH:12]=[CH:13][CH:14]=[CH:15][C:10]=3[N:9]=2)[CH:5]=[N:4][CH:3]=1. The yield is 0.750. The reactants are [Br:1][C:2]1[CH:3]=[N:4][CH:5]=[C:6]([CH:17]=1)[C:7]([NH:9][C:10]1[CH:15]=[CH:14][CH:13]=[CH:12][C:11]=1Br)=[O:8].C([O-])([O-])=O.[Cs+].[Cs+].N1C2C(=CC=C3C=2N=CC=C3)C=CC=1.C(OCC)(=O)C. The catalyst is O1CCOCC1.[Cu]I. (4) The reactants are CC([O-])(C)C.[Na+].P(C(C)(C)C)(C(C)(C)C)C(C)(C)C.Br[C:21]1[C:22]([CH3:41])=[C:23]([C:37]([CH3:40])=[CH:38][CH:39]=1)[CH2:24][O:25][C:26]1[CH:27]=[CH:28][CH:29]=[C:30]2[C:35]=1[N:34]=[C:33]([CH3:36])[CH:32]=[CH:31]2.[C:42]([O:46][C:47](=[O:53])[C@H:48]1[CH2:52][CH2:51][CH2:50][NH:49]1)([CH3:45])([CH3:44])[CH3:43]. The catalyst is C1(C)C=CC=CC=1. The product is [C:42]([O:46][C:47]([C@H:48]1[CH2:52][CH2:51][CH2:50][N:49]1[C:21]1[CH:39]=[CH:38][C:37]([CH3:40])=[C:23]([CH2:24][O:25][C:26]2[CH:27]=[CH:28][CH:29]=[C:30]3[C:35]=2[N:34]=[C:33]([CH3:36])[CH:32]=[CH:31]3)[C:22]=1[CH3:41])=[O:53])([CH3:45])([CH3:43])[CH3:44]. The yield is 0.190. (5) The reactants are [CH:1]1([S:4]([C:7]2[CH:12]=[CH:11][C:10]([CH:13]([C:21]3[NH:25][C:24]([C:26]4[N:31]=[CH:30][C:29]([C:32]([OH:34])=O)=[CH:28][CH:27]=4)=[CH:23][CH:22]=3)[CH2:14][CH:15]3[CH2:20][CH2:19][O:18][CH2:17][CH2:16]3)=[CH:9][CH:8]=2)(=[O:6])=[O:5])[CH2:3][CH2:2]1.[Cl-].[NH4+].Cl.C[N:39](C)CCCN=C=NCC.ON1C2C=CC=CC=2N=N1. The catalyst is CN(C)C=O.O.C(N(CC)CC)C. The product is [CH:1]1([S:4]([C:7]2[CH:8]=[CH:9][C:10]([CH:13]([C:21]3[NH:25][C:24]([C:26]4[N:31]=[CH:30][C:29]([C:32]([NH2:39])=[O:34])=[CH:28][CH:27]=4)=[CH:23][CH:22]=3)[CH2:14][CH:15]3[CH2:20][CH2:19][O:18][CH2:17][CH2:16]3)=[CH:11][CH:12]=2)(=[O:6])=[O:5])[CH2:3][CH2:2]1. The yield is 0.380.